This data is from Reaction yield outcomes from USPTO patents with 853,638 reactions. The task is: Predict the reaction yield, written as a fraction of the theoretical maximum amount of product (1.0 means a 100% yield; for example, 0.34 means a 34% yield). (1) The reactants are [CH:1]1([C:4]2[C:12]([C:13]([O:15][CH3:16])=[O:14])=[CH:11][C:7]([C:8]([OH:10])=O)=[C:6]([CH2:17][CH3:18])[CH:5]=2)[CH2:3][CH2:2]1.CN(C(ON1N=NC2C=CC=CC1=2)=[N+](C)C)C.F[P-](F)(F)(F)(F)F.CCN(C(C)C)C(C)C.Cl.[NH:53]1[CH2:58][CH2:57][CH:56]([C:59]2[CH:66]=[CH:65][C:62]([C:63]#[N:64])=[CH:61][CH:60]=2)[CH2:55][CH2:54]1. The product is [C:63]([C:62]1[CH:61]=[CH:60][C:59]([CH:56]2[CH2:57][CH2:58][N:53]([C:8]([C:7]3[C:6]([CH2:17][CH3:18])=[CH:5][C:4]([CH:1]4[CH2:2][CH2:3]4)=[C:12]([CH:11]=3)[C:13]([O:15][CH3:16])=[O:14])=[O:10])[CH2:54][CH2:55]2)=[CH:66][CH:65]=1)#[N:64]. The yield is 0.990. The catalyst is CN(C)C=O. (2) The reactants are [F:1][C:2]1[CH:7]=[CH:6][CH:5]=[CH:4][C:3]=1[N:8]=[C:9]=[O:10].[NH2:11][C:12]1[CH:17]=[CH:16][C:15]([C:18]2[CH:22]=[C:21](/[C:23](=[N:27]/[C@H:28]([CH:33]([CH3:35])[CH3:34])[C:29]([O:31][CH3:32])=[O:30])/[S:24][CH2:25][CH3:26])[O:20][N:19]=2)=[CH:14][CH:13]=1. No catalyst specified. The product is [CH2:25]([S:24]/[C:23](=[N:27]\[C@H:28]([CH:33]([CH3:34])[CH3:35])[C:29]([O:31][CH3:32])=[O:30])/[C:21]1[O:20][N:19]=[C:18]([C:15]2[CH:16]=[CH:17][C:12]([NH:11][C:9]([NH:8][C:3]3[CH:4]=[CH:5][CH:6]=[CH:7][C:2]=3[F:1])=[O:10])=[CH:13][CH:14]=2)[CH:22]=1)[CH3:26]. The yield is 0.760. (3) The reactants are [Br:1][C:2]1[CH:10]=[C:9]([CH3:11])[CH:8]=[CH:7][C:3]=1[C:4](O)=[O:5].C[N:13](C=O)C. The catalyst is C1(C)C=CC=CC=1.S(Cl)(Cl)=O. The product is [Br:1][C:2]1[CH:10]=[C:9]([CH3:11])[CH:8]=[CH:7][C:3]=1[C:4]([NH2:13])=[O:5]. The yield is 0.990. (4) The reactants are C[O:2][C:3]([C:5]1[C:13]2[N:12]=[C:11]([C:14]3[CH:19]=[CH:18][CH:17]=[CH:16][C:15]=3[C:20]([F:23])([F:22])[F:21])[NH:10][C:9]=2[CH:8]=[C:7]([N:24]2[CH2:29][CH2:28][O:27][CH2:26][CH2:25]2)[CH:6]=1)=[O:4].Cl. The catalyst is [OH-].[Na+]. The product is [N:24]1([C:7]2[CH:6]=[C:5]([C:3]([OH:4])=[O:2])[C:13]3[N:12]=[C:11]([C:14]4[CH:19]=[CH:18][CH:17]=[CH:16][C:15]=4[C:20]([F:21])([F:23])[F:22])[NH:10][C:9]=3[CH:8]=2)[CH2:25][CH2:26][O:27][CH2:28][CH2:29]1. The yield is 0.930. (5) The reactants are [CH:1]1([CH2:4][O:5][C:6]2[CH:11]=[CH:10][C:9]([S:12]([CH3:15])(=[O:14])=[O:13])=[CH:8][C:7]=2[C:16]2[CH:17]=[CH:18][C:19](=[O:23])[N:20]([CH3:22])[CH:21]=2)[CH2:3][CH2:2]1.[I:24]N1C(=O)CCC1=O. The catalyst is CN(C=O)C. The product is [CH:1]1([CH2:4][O:5][C:6]2[CH:11]=[CH:10][C:9]([S:12]([CH3:15])(=[O:14])=[O:13])=[CH:8][C:7]=2[C:16]2[CH:17]=[C:18]([I:24])[C:19](=[O:23])[N:20]([CH3:22])[CH:21]=2)[CH2:3][CH2:2]1. The yield is 0.910. (6) The reactants are [CH:1]1([NH:6][C:7]2[N:12]=[C:11]([C:13]3[C:14]([C:24]4[CH:29]=[CH:28][C:27]([F:30])=[CH:26][CH:25]=4)=[N:15][N:16]4[C:21]=3[CH:20]=[CH:19][N:18]=[C:17]4SC)[CH:10]=[CH:9][N:8]=2)[CH2:5][CH2:4][CH2:3][CH2:2]1.ClC1C=C(C=CC=1)C(OO)=O.[NH:42]1[CH2:46][CH2:45][CH2:44][CH2:43]1. The catalyst is ClCCl. The product is [CH:1]1([NH:6][C:7]2[N:12]=[C:11]([C:13]3[C:14]([C:24]4[CH:29]=[CH:28][C:27]([F:30])=[CH:26][CH:25]=4)=[N:15][N:16]4[C:21]=3[CH:20]=[CH:19][N:18]=[C:17]4[N:42]3[CH2:46][CH2:45][CH2:44][CH2:43]3)[CH:10]=[CH:9][N:8]=2)[CH2:5][CH2:4][CH2:3][CH2:2]1. The yield is 0.590.